Dataset: Kir2.1 potassium channel HTS with 301,493 compounds. Task: Binary Classification. Given a drug SMILES string, predict its activity (active/inactive) in a high-throughput screening assay against a specified biological target. (1) The molecule is Clc1ccc(C2n3[nH]c(=S)nc3NC(=C2C(OCC)=O)C)cc1. The result is 0 (inactive). (2) The compound is Brc1c2c(c(NC(=O)C)cc1)cccc2. The result is 0 (inactive). (3) The compound is Cl\C(CN1CC(N(CC1)C\C=C(/C)C)CCO)=C/c1ccccc1. The result is 0 (inactive). (4) The molecule is s1c(N2CC(CC2)c2ccccc2)nc(c1)c1ccc(F)cc1. The result is 0 (inactive). (5) The compound is N1(CCCC1)c1nc(nc(c1)c1ccccc1)C. The result is 0 (inactive). (6) The compound is O(C(=O)N1CCN(CC1)C(=O)/C=C\c1ccc(OC)cc1)CC. The result is 0 (inactive). (7) The molecule is Clc1cc(NC(=O)CSc2oc(nn2)CCN)ccc1. The result is 0 (inactive).